Dataset: Catalyst prediction with 721,799 reactions and 888 catalyst types from USPTO. Task: Predict which catalyst facilitates the given reaction. Reactant: Cl[C:2]1[N:11]=[C:10]2[C:5]([CH:6]=[CH:7][C:8](=[O:32])[N:9]2[CH2:12][CH2:13][N:14]2[CH2:19][CH2:18][CH:17]([NH:20][CH2:21][C:22]3[N:27]=[CH:26][C:25]4[O:28][CH2:29][CH2:30][O:31][C:24]=4[CH:23]=3)[CH2:16][CH2:15]2)=[CH:4][CH:3]=1.[CH3:33][O-:34].[Na+]. Product: [O:31]1[C:24]2[CH:23]=[C:22]([CH2:21][NH:20][CH:17]3[CH2:18][CH2:19][N:14]([CH2:13][CH2:12][N:9]4[C:10]5[C:5](=[CH:4][CH:3]=[C:2]([O:34][CH3:33])[N:11]=5)[CH:6]=[CH:7][C:8]4=[O:32])[CH2:15][CH2:16]3)[N:27]=[CH:26][C:25]=2[O:28][CH2:29][CH2:30]1. The catalyst class is: 5.